This data is from Reaction yield outcomes from USPTO patents with 853,638 reactions. The task is: Predict the reaction yield, written as a fraction of the theoretical maximum amount of product (1.0 means a 100% yield; for example, 0.34 means a 34% yield). (1) The reactants are Cl[C:2]1[N:7]=[C:6]([NH:8][CH2:9][CH2:10][CH3:11])[N:5]=[C:4]([NH:12][CH2:13][CH2:14][CH3:15])[N:3]=1.C(N(C(C)C)C(C)C)C.Cl.[O:26]1[CH2:31][CH2:30][CH2:29][CH2:28][NH:27]1.C([O-])(O)=O.[Na+]. The catalyst is O1CCCC1. The product is [O:26]1[CH2:31][CH2:30][CH2:29][CH2:28][N:27]1[C:2]1[N:7]=[C:6]([NH:8][CH2:9][CH2:10][CH3:11])[N:5]=[C:4]([NH:12][CH2:13][CH2:14][CH3:15])[N:3]=1. The yield is 0.890. (2) The reactants are [NH2:1][CH:2]([C:7]1[CH:12]=[CH:11][CH:10]=[CH:9][CH:8]=1)[CH2:3][C:4]([OH:6])=[O:5].[C@@H:13]12[C:22](=O)[O:21][C:19](=[O:20])[C@@H:14]1[CH2:15][CH2:16][CH2:17][CH2:18]2. The catalyst is C(O)(=O)C. The product is [C:22]1(=[O:21])[N:1]([CH:2]([C:7]2[CH:12]=[CH:11][CH:10]=[CH:9][CH:8]=2)[CH2:3][C:4]([OH:6])=[O:5])[C:19](=[O:20])[C@H:14]2[CH2:15][CH2:16][CH2:17][CH2:18][C@@H:13]12. The yield is 0.580. (3) The reactants are [Cl:1][C:2]1[C:11]([OH:12])=[CH:10][C:9]([Cl:13])=[CH:8][C:3]=1[C:4]([O:6][CH3:7])=[O:5].C(=O)([O-])[O-].[Cs+].[Cs+].I[CH:21]([CH3:23])[CH3:22].CCOC(C)=O. The catalyst is CN(C)C=O. The product is [Cl:1][C:2]1[C:11]([O:12][CH:21]([CH3:23])[CH3:22])=[CH:10][C:9]([Cl:13])=[CH:8][C:3]=1[C:4]([O:6][CH3:7])=[O:5]. The yield is 1.01. (4) The reactants are [CH3:1][C:2]1[NH:3][C:4](=[O:26])[C:5]([CH2:11][C:12]2[CH:17]=[CH:16][C:15]([C:18]3[C:19]([C:24]#[N:25])=[CH:20][CH:21]=[CH:22][CH:23]=3)=[CH:14][CH:13]=2)=[C:6]([CH2:8][CH2:9][CH3:10])[N:7]=1.[CH3:27][C:28]1([CH3:41])[CH:37]=[CH:36][C:35]2[C:30](=[CH:31][CH:32]=[C:33](B(O)O)[CH:34]=2)[O:29]1.N1C=CC=CC=1.C(N(CC)CC)C. The catalyst is C(OCC)(=O)C.C([O-])(=O)C.[Cu+2].C([O-])(=O)C.ClCCl. The product is [CH3:27][C:28]1([CH3:41])[CH:37]=[CH:36][C:35]2[C:30](=[CH:31][CH:32]=[C:33]([N:3]3[C:4](=[O:26])[C:5]([CH2:11][C:12]4[CH:17]=[CH:16][C:15]([C:18]5[C:19]([C:24]#[N:25])=[CH:20][CH:21]=[CH:22][CH:23]=5)=[CH:14][CH:13]=4)=[C:6]([CH2:8][CH2:9][CH3:10])[N:7]=[C:2]3[CH3:1])[CH:34]=2)[O:29]1. The yield is 0.510.